Dataset: Full USPTO retrosynthesis dataset with 1.9M reactions from patents (1976-2016). Task: Predict the reactants needed to synthesize the given product. Given the product [CH:45]1([C:40]2[CH:41]=[C:42]3[C:37](=[CH:38][CH:39]=2)[C:36](=[O:48])[N:35]([C:7]2[CH:8]=[CH:9][CH:10]=[C:11]([C:12]4[CH:17]=[CH:16][N:15]=[C:14]5[NH:18][C:19]([C:21]6[CH:26]=[CH:25][C:24]([C:27]([N:29]7[CH2:34][CH2:33][O:32][CH2:31][CH2:30]7)=[O:28])=[CH:23][CH:22]=6)=[N:20][C:13]=45)[C:6]=2[CH2:5][OH:4])[CH2:44][CH2:43]3)[CH2:46][CH2:47]1, predict the reactants needed to synthesize it. The reactants are: C([O:4][CH2:5][C:6]1[C:11]([C:12]2[CH:17]=[CH:16][N:15]=[C:14]3[NH:18][C:19]([C:21]4[CH:26]=[CH:25][C:24]([C:27]([N:29]5[CH2:34][CH2:33][O:32][CH2:31][CH2:30]5)=[O:28])=[CH:23][CH:22]=4)=[N:20][C:13]=23)=[CH:10][CH:9]=[CH:8][C:7]=1[N:35]1[CH2:44][CH2:43][C:42]2[C:37](=[CH:38][CH:39]=[C:40]([CH:45]3[CH2:47][CH2:46]3)[CH:41]=2)[C:36]1=[O:48])(=O)C.O.[OH-].[Li+].C(O)(C)C.C1COCC1.O.